Dataset: Reaction yield outcomes from USPTO patents with 853,638 reactions. Task: Predict the reaction yield, written as a fraction of the theoretical maximum amount of product (1.0 means a 100% yield; for example, 0.34 means a 34% yield). The reactants are COC1C=CC(C[N:8]2[C:13](=[O:14])[C:12]([N:15]3[CH2:20][CH2:19][O:18][CH2:17][CH2:16]3)=[C:11]3[C:21](=[O:36])[N:22]([CH2:24][CH2:25][C:26]4[CH:35]=[CH:34][C:33]5[C:28](=[CH:29][CH:30]=[CH:31][CH:32]=5)[N:27]=4)[CH2:23][C:10]3=[CH:9]2)=CC=1. The catalyst is C(O)(C(F)(F)F)=O. The product is [N:15]1([C:12]2[C:13](=[O:14])[NH:8][CH:9]=[C:10]3[CH2:23][N:22]([CH2:24][CH2:25][C:26]4[CH:35]=[CH:34][C:33]5[C:28](=[CH:29][CH:30]=[CH:31][CH:32]=5)[N:27]=4)[C:21](=[O:36])[C:11]=23)[CH2:20][CH2:19][O:18][CH2:17][CH2:16]1. The yield is 0.734.